Dataset: Forward reaction prediction with 1.9M reactions from USPTO patents (1976-2016). Task: Predict the product of the given reaction. Given the reactants [NH2:1][C:2]1[C:3]2[N:11]=[C:10]([C:12]3[CH:13]=[C:14]([CH:18]=[CH:19][CH:20]=3)[C:15]([OH:17])=O)[CH:9]=[CH:8][C:4]=2[N:5]=[CH:6][N:7]=1.[CH3:21][N:22]1[CH2:27][CH2:26][CH:25]([CH2:28][NH2:29])[CH2:24][CH2:23]1.CN(C(ON1N=NC2C=CC=NC1=2)=[N+](C)C)C.F[P-](F)(F)(F)(F)F.CCN(C(C)C)C(C)C, predict the reaction product. The product is: [NH2:1][C:2]1[C:3]2[N:11]=[C:10]([C:12]3[CH:13]=[C:14]([CH:18]=[CH:19][CH:20]=3)[C:15]([NH:29][CH2:28][CH:25]3[CH2:26][CH2:27][N:22]([CH3:21])[CH2:23][CH2:24]3)=[O:17])[CH:9]=[CH:8][C:4]=2[N:5]=[CH:6][N:7]=1.